This data is from Forward reaction prediction with 1.9M reactions from USPTO patents (1976-2016). The task is: Predict the product of the given reaction. (1) Given the reactants [NH:1]([C:30]([O:32][CH2:33][CH:34]1[C:46]2[C:41](=[CH:42][CH:43]=[CH:44][CH:45]=2)[C:40]2[C:35]1=[CH:36][CH:37]=[CH:38][CH:39]=2)=[O:31])[C@@H:2]([C:27]([OH:29])=O)[CH2:3][CH2:4][CH2:5][NH:6][C:7](=[NH:26])[NH:8][S:9]([C:12]1[C:24]([CH3:25])=[C:23]2[C:17]([O:18][C:19]([CH2:22]2)([CH3:21])[CH3:20])=[C:15]([CH3:16])[C:13]=1[CH3:14])(=[O:11])=[O:10].CN(C([O:78][N:55]1N=[N:62][C:57]2C=CC=C[C:56]1=2)=[N+](C)C)C.[B-](F)(F)(F)F.C1C=C[C:57]2[N:62]([OH:78])N=[N:55][C:56]=2C=1, predict the reaction product. The product is: [NH:1]([C:30]([O:32][CH2:33][CH:34]1[C:35]2[C:40](=[CH:39][CH:38]=[CH:37][CH:36]=2)[C:41]2[C:46]1=[CH:45][CH:44]=[CH:43][CH:42]=2)=[O:31])[C@@H:2]([C:27]([NH:55][CH2:56][C:57]([NH2:62])=[O:78])=[O:29])[CH2:3][CH2:4][CH2:5][NH:6][C:7](=[NH:26])[NH:8][S:9]([C:12]1[C:24]([CH3:25])=[C:23]2[C:17]([O:18][C:19]([CH2:22]2)([CH3:21])[CH3:20])=[C:15]([CH3:16])[C:13]=1[CH3:14])(=[O:10])=[O:11]. (2) Given the reactants C(O[C:4](=[C:11]1[C:19]2[C:14](=[CH:15][CH:16]=[C:17]([N+:20]([O-:22])=[O:21])[CH:18]=2)[NH:13][C:12]1=[O:23])[C:5]1[CH:10]=[CH:9][CH:8]=[CH:7][CH:6]=1)C.[C:24]1([CH2:30][CH:31]2[CH2:36][CH2:35][N:34]([CH2:37][C:38]3[CH:44]=[CH:43][C:41]([NH2:42])=[CH:40][CH:39]=3)[CH2:33][CH2:32]2)[CH:29]=[CH:28][CH:27]=[CH:26][CH:25]=1, predict the reaction product. The product is: [C:24]1([CH2:30][CH:31]2[CH2:32][CH2:33][N:34]([CH2:37][C:38]3[CH:39]=[CH:40][C:41]([NH:42]/[C:4](=[C:11]4\[C:12](=[O:23])[NH:13][C:14]5[C:19]\4=[CH:18][C:17]([N+:20]([O-:22])=[O:21])=[CH:16][CH:15]=5)/[C:5]4[CH:6]=[CH:7][CH:8]=[CH:9][CH:10]=4)=[CH:43][CH:44]=3)[CH2:35][CH2:36]2)[CH:25]=[CH:26][CH:27]=[CH:28][CH:29]=1. (3) Given the reactants [CH3:1][C:2]1[CH:7]=[C:6]([C:8]2[CH:13]=[CH:12][C:11]([CH2:14][C:15]([OH:17])=O)=[CH:10][CH:9]=2)[CH:5]=[CH:4][N:3]=1.[O:18]1[CH2:23][CH2:22][N:21]([C:24]2[N:29]=[CH:28][C:27]([NH2:30])=[CH:26][CH:25]=2)[CH2:20][CH2:19]1.CN(C(ON1N=NC2C=CC=NC1=2)=[N+](C)C)C.F[P-](F)(F)(F)(F)F.CCN(C(C)C)C(C)C, predict the reaction product. The product is: [CH3:1][C:2]1[CH:7]=[C:6]([C:8]2[CH:9]=[CH:10][C:11]([CH2:14][C:15]([NH:30][C:27]3[CH:28]=[N:29][C:24]([N:21]4[CH2:20][CH2:19][O:18][CH2:23][CH2:22]4)=[CH:25][CH:26]=3)=[O:17])=[CH:12][CH:13]=2)[CH:5]=[CH:4][N:3]=1.